This data is from Forward reaction prediction with 1.9M reactions from USPTO patents (1976-2016). The task is: Predict the product of the given reaction. (1) Given the reactants [CH2:1]([C:5]1[CH:10]=[CH:9][C:8]([C:11]#[C:12][C:13]2[CH:31]=[CH:30][C:16]([CH2:17][NH:18][C:19]3[CH:29]=[CH:28][C:22]([C:23]([O:25][CH2:26][CH3:27])=[O:24])=[CH:21][CH:20]=3)=[CH:15][CH:14]=2)=[CH:7][CH:6]=1)[CH2:2][CH2:3][CH3:4].[C:32](Cl)(=[O:38])[CH2:33][CH2:34][CH2:35][CH2:36][CH3:37], predict the reaction product. The product is: [CH2:1]([C:5]1[CH:6]=[CH:7][C:8]([C:11]#[C:12][C:13]2[CH:14]=[CH:15][C:16]([CH2:17][N:18]([C:32](=[O:38])[CH2:33][CH2:34][CH2:35][CH2:36][CH3:37])[C:19]3[CH:20]=[CH:21][C:22]([C:23]([O:25][CH2:26][CH3:27])=[O:24])=[CH:28][CH:29]=3)=[CH:30][CH:31]=2)=[CH:9][CH:10]=1)[CH2:2][CH2:3][CH3:4]. (2) Given the reactants [NH2:1][CH2:2][C:3]([NH:5][C:6]1([CH2:35][CH2:36][CH:37]([CH3:39])[CH3:38])[C:15]2[C:10](=[CH:11][CH:12]=[CH:13][CH:14]=2)[C:9]([OH:16])=[C:8]([C:17]2[NH:22][C:21]3[CH:23]=[CH:24][C:25]([NH:27][S:28]([CH3:31])(=[O:30])=[O:29])=[CH:26][C:20]=3[S:19](=[O:33])(=[O:32])[N:18]=2)[C:7]1=[O:34])=[O:4].[C:40](OC(=O)C)(=[O:42])[CH3:41].C(N(CC)CC)C, predict the reaction product. The product is: [C:40]([NH:1][CH2:2][C:3]([NH:5][C:6]1([CH2:35][CH2:36][CH:37]([CH3:39])[CH3:38])[C:15]2[C:10](=[CH:11][CH:12]=[CH:13][CH:14]=2)[C:9]([OH:16])=[C:8]([C:17]2[NH:22][C:21]3[CH:23]=[CH:24][C:25]([NH:27][S:28]([CH3:31])(=[O:29])=[O:30])=[CH:26][C:20]=3[S:19](=[O:32])(=[O:33])[N:18]=2)[C:7]1=[O:34])=[O:4])(=[O:42])[CH3:41]. (3) Given the reactants [CH3:1][C:2]1[CH:8]=[C:7]([N+:9]([O-:11])=[O:10])[CH:6]=[CH:5][C:3]=1N.O.C1(C)C=CC(S(O)(=O)=O)=CC=1.N([O-])=O.[Na+].[I-:28].[K+], predict the reaction product. The product is: [I:28][C:3]1[CH:5]=[CH:6][C:7]([N+:9]([O-:11])=[O:10])=[CH:8][C:2]=1[CH3:1]. (4) Given the reactants Cl[CH2:2][CH2:3][NH:4][C:5](=O)[C:6]1[CH:11]=[CH:10][CH:9]=[CH:8][CH:7]=1.P(Cl)(Cl)(Cl)(Cl)Cl.[CH:19]([C:22]1[C:30]2[C:29]3[CH:31]=[CH:32][CH:33]=[CH:34][C:28]=3[O:27][C:26]=2[C:25]([NH2:35])=[C:24]([CH:36]([CH3:38])[CH3:37])[CH:23]=1)([CH3:21])[CH3:20], predict the reaction product. The product is: [CH:19]([C:22]1[C:30]2[C:29]3[CH:31]=[CH:32][CH:33]=[CH:34][C:28]=3[O:27][C:26]=2[C:25]([N:35]2[CH2:2][CH2:3][N:4]=[C:5]2[C:6]2[CH:11]=[CH:10][CH:9]=[CH:8][CH:7]=2)=[C:24]([CH:36]([CH3:38])[CH3:37])[CH:23]=1)([CH3:21])[CH3:20]. (5) Given the reactants CO[C:3]([C:5]1[CH:10]=[CH:9][C:8](B(O)O)=[CH:7][CH:6]=1)=O.[NH2:14][C:15]1[CH2:16][C:17]([C:27]([N:29]([CH2:33][CH2:34][CH3:35])[CH2:30][CH2:31][CH3:32])=[O:28])=[CH:18][C:19]2[CH:25]=[CH:24]C(Br)=[CH:22][C:20]=2[N:21]=1.C(=O)([O-])[O-:37].[K+].[K+].[CH3:42][CH2:43][O:44][C:45]([CH3:47])=[O:46], predict the reaction product. The product is: [NH2:14][C:15]1[CH2:16][C:17]([C:27](=[O:28])[N:29]([CH2:30][CH2:31][CH3:32])[CH2:33][CH2:34][CH3:35])=[CH:18][C:19]2[CH:25]=[CH:24][C:3]([C:5]3[CH:6]=[CH:7][C:8]([O:37][CH2:47][C:45]([O:44][CH2:43][CH3:42])=[O:46])=[CH:9][CH:10]=3)=[CH:22][C:20]=2[N:21]=1.